Predict the reactants needed to synthesize the given product. From a dataset of Full USPTO retrosynthesis dataset with 1.9M reactions from patents (1976-2016). Given the product [CH:10]1([NH:9][CH2:8][CH2:7][C:6]([OH:16])=[O:5])[CH2:15][CH2:14][CH2:13][CH2:12][CH2:11]1, predict the reactants needed to synthesize it. The reactants are: [OH-].[Na+].C([O:5][C:6](=[O:16])[CH2:7][CH2:8][NH:9][CH:10]1[CH2:15][CH2:14][CH2:13][CH2:12][CH2:11]1)C.C1COCC1.